From a dataset of NCI-60 drug combinations with 297,098 pairs across 59 cell lines. Regression. Given two drug SMILES strings and cell line genomic features, predict the synergy score measuring deviation from expected non-interaction effect. Drug 1: C1CCC(C1)C(CC#N)N2C=C(C=N2)C3=C4C=CNC4=NC=N3. Drug 2: C(=O)(N)NO. Cell line: COLO 205. Synergy scores: CSS=16.5, Synergy_ZIP=-1.26, Synergy_Bliss=4.27, Synergy_Loewe=-4.68, Synergy_HSA=-3.87.